This data is from Forward reaction prediction with 1.9M reactions from USPTO patents (1976-2016). The task is: Predict the product of the given reaction. Given the reactants [CH3:1][NH:2][C:3]([CH:5]1[CH2:10][CH2:9][N:8]([C:11]2[CH:16]=[CH:15][N:14]=[CH:13][CH:12]=2)[CH2:7][CH2:6]1)=O.[H-].[Al+3].[Li+].[H-].[H-].[H-].O.[OH-].[Na+], predict the reaction product. The product is: [CH3:1][NH:2][CH2:3][CH:5]1[CH2:10][CH2:9][N:8]([C:11]2[CH:16]=[CH:15][N:14]=[CH:13][CH:12]=2)[CH2:7][CH2:6]1.